Dataset: Forward reaction prediction with 1.9M reactions from USPTO patents (1976-2016). Task: Predict the product of the given reaction. (1) Given the reactants [NH2:1][CH2:2][C:3]1[N:11]=[C:10]2[C:6]([NH:7][C:8](=[O:32])[N:9]2[C:12]2[CH:17]=[C:16]([O:18][CH2:19][C:20]3[C:25]([O:26][CH3:27])=[CH:24][CH:23]=[CH:22][C:21]=3[F:28])[C:15]([O:29][CH3:30])=[CH:14][C:13]=2[Cl:31])=[C:5]([O:33][CH3:34])[N:4]=1.N1C=CC=CC=1.[C:41](OC(=O)C)(=[O:43])[CH3:42].Cl, predict the reaction product. The product is: [C:41]([NH:1][CH2:2][C:3]1[N:11]=[C:10]2[C:6]([NH:7][C:8](=[O:32])[N:9]2[C:12]2[CH:17]=[C:16]([O:18][CH2:19][C:20]3[C:25]([O:26][CH3:27])=[CH:24][CH:23]=[CH:22][C:21]=3[F:28])[C:15]([O:29][CH3:30])=[CH:14][C:13]=2[Cl:31])=[C:5]([O:33][CH3:34])[N:4]=1)(=[O:43])[CH3:42]. (2) Given the reactants [CH2:1]([O:3][C:4]([C:6]1[C:14]2[C:13]([C:15]3[CH:20]=[CH:19][CH:18]=[C:17]([NH:21][C:22](=[O:27])[C:23]([CH2:25]O)=[CH2:24])[CH:16]=3)=[N:12][CH:11]=[N:10][C:9]=2[NH:8][CH:7]=1)=[O:5])[CH3:2].C(Cl)Cl.CCN(S(F)(F)[F:37])CC, predict the reaction product. The product is: [CH2:1]([O:3][C:4]([C:6]1[C:14]2[C:13]([C:15]3[CH:20]=[CH:19][CH:18]=[C:17]([NH:21][C:22](=[O:27])[C:23]([CH2:25][F:37])=[CH2:24])[CH:16]=3)=[N:12][CH:11]=[N:10][C:9]=2[NH:8][CH:7]=1)=[O:5])[CH3:2].